Dataset: Forward reaction prediction with 1.9M reactions from USPTO patents (1976-2016). Task: Predict the product of the given reaction. (1) The product is: [CH2:28]([O:35][C:10]1[CH:9]=[C:8]([CH2:7][OH:6])[CH:13]=[C:12]([F:14])[N:11]=1)[C:29]1[CH:34]=[CH:33][CH:32]=[CH:31][CH:30]=1. Given the reactants C([SiH2][O:6][C:7](C1C=CC=CC=1)(C1C=CC=CC=1)[C:8]1[CH:13]=[C:12]([F:14])[N:11]=[C:10](F)[CH:9]=1)(C)(C)C.[CH2:28]([OH:35])[C:29]1[CH:34]=[CH:33][CH:32]=[CH:31][CH:30]=1.[H-].[Na+].[F-].C([N+](CCCC)(CCCC)CCCC)CCC, predict the reaction product. (2) The product is: [NH2:20][C:13]1[N:12]=[C:11]2[C:16]([N:17]=[CH:18][N:10]2[CH2:9][CH2:8][CH:5]2[CH2:6][O:7][C:2]([CH3:21])([CH3:1])[O:3][CH2:4]2)=[CH:15][N:14]=1. Given the reactants [CH3:1][C:2]1([CH3:21])[O:7][CH2:6][C:5](=[CH:8][CH2:9][N:10]2[CH:18]=[N:17][C:16]3[C:11]2=[N:12][C:13]([NH2:20])=[N:14][C:15]=3Cl)[CH2:4][O:3]1.C(N(CC)CC)C, predict the reaction product. (3) Given the reactants Br[C:2]1[CH:7]=[CH:6][C:5]([C@@H:8]([NH:11][C:12](=[O:18])[O:13][C:14]([CH3:17])([CH3:16])[CH3:15])[CH2:9][OH:10])=[CH:4][CH:3]=1.[Na+].[CH2:20]([S:22]([O-:24])=[O:23])[CH3:21].[Na+].N1CCC[C@H]1C([O-])=O.[OH-].[Na+], predict the reaction product. The product is: [CH2:20]([S:22]([C:2]1[CH:7]=[CH:6][C:5]([C@@H:8]([NH:11][C:12](=[O:18])[O:13][C:14]([CH3:17])([CH3:16])[CH3:15])[CH2:9][OH:10])=[CH:4][CH:3]=1)(=[O:24])=[O:23])[CH3:21].